Dataset: Reaction yield outcomes from USPTO patents with 853,638 reactions. Task: Predict the reaction yield, written as a fraction of the theoretical maximum amount of product (1.0 means a 100% yield; for example, 0.34 means a 34% yield). (1) The reactants are [C:1]([O:5][C:6]([N:8]1[C:12]2=[N:13][CH:14]=[C:15](Br)[CH:16]=[C:11]2[C:10]([C:18](=[O:28])[C:19]2[CH:24]=[CH:23][CH:22]=[C:21]([O:25][CH3:26])[C:20]=2[F:27])=[CH:9]1)=[O:7])([CH3:4])([CH3:3])[CH3:2].[S:29]1[CH:33]=[CH:32][CH:31]=[C:30]1B(O)O.C(=O)([O-])[O-].[K+].[K+]. The catalyst is O1CCCC1.O. The product is [C:1]([O:5][C:6]([N:8]1[C:12]2=[N:13][CH:14]=[C:15]([C:30]3[S:29][CH:33]=[CH:32][CH:31]=3)[CH:16]=[C:11]2[C:10]([C:18](=[O:28])[C:19]2[CH:24]=[CH:23][CH:22]=[C:21]([O:25][CH3:26])[C:20]=2[F:27])=[CH:9]1)=[O:7])([CH3:4])([CH3:3])[CH3:2]. The yield is 0.850. (2) The yield is 0.840. The catalyst is C1COCC1.C(O)(=O)C. The reactants are [Br:1][C:2]1[O:6][C:5]([CH:7]=O)=[CH:4][CH:3]=1.[NH:9]1[CH2:14][CH2:13][O:12][CH2:11][CH2:10]1.C(O[BH-](OC(=O)C)OC(=O)C)(=O)C.[Na+].C(=O)(O)[O-].[Na+]. The product is [Br:1][C:2]1[O:6][C:5]([CH2:7][N:9]2[CH2:14][CH2:13][O:12][CH2:11][CH2:10]2)=[CH:4][CH:3]=1. (3) The reactants are [C:1]([C:3]1[C:23]([N+:24]([O-:26])=[O:25])=[CH:22][CH:21]=[CH:20][C:4]=1[O:5][CH2:6][CH:7]1[CH2:12][CH2:11][CH2:10][CH2:9][N:8]1C(OC(C)(C)C)=O)#[N:2].[ClH:27]. The catalyst is CCO. The product is [ClH:27].[N+:24]([C:23]1[CH:22]=[CH:21][CH:20]=[C:4]([O:5][CH2:6][CH:7]2[CH2:12][CH2:11][CH2:10][CH2:9][NH:8]2)[C:3]=1[C:1]#[N:2])([O-:26])=[O:25]. The yield is 1.16. (4) The reactants are [Cl:1][C:2]1[CH:3]=[C:4]([CH2:27][OH:28])[CH:5]=[N:6][C:7]=1[C:8]1[CH:13]=[CH:12][C:11]([C:14]2[NH:18][C:17]3[CH:19]=[C:20]([C:23]([F:26])([F:25])[F:24])[CH:21]=[CH:22][C:16]=3[N:15]=2)=[CH:10][CH:9]=1.[Mn]([O-])(=O)(=O)=[O:30].[K+]. The catalyst is N1C=CC=CC=1.O. The product is [Cl:1][C:2]1[C:7]([C:8]2[CH:13]=[CH:12][C:11]([C:14]3[NH:18][C:17]4[CH:19]=[C:20]([C:23]([F:25])([F:26])[F:24])[CH:21]=[CH:22][C:16]=4[N:15]=3)=[CH:10][CH:9]=2)=[N:6][CH:5]=[C:4]([CH:3]=1)[C:27]([OH:30])=[O:28]. The yield is 0.770. (5) The reactants are [CH2:1]1[CH:6]2[CH2:7][C:8]3([NH2:11])[CH2:10][CH:4]([CH2:5]2)[CH2:3][CH:2]1[CH2:9]3.[CH3:12][O:13][C:14]1[CH:19]=[CH:18][C:17]([C:20]2[S:24][C:23]([CH:25]=O)=[CH:22][CH:21]=2)=[CH:16][CH:15]=1. The yield is 0.710. The product is [CH3:12][O:13][C:14]1[CH:15]=[CH:16][C:17]([C:20]2[S:24][C:23]([CH2:25][NH:11][C:8]34[CH2:10][CH:4]5[CH2:5][CH:6]([CH2:1][CH:2]([CH2:3]5)[CH2:9]3)[CH2:7]4)=[CH:22][CH:21]=2)=[CH:18][CH:19]=1. No catalyst specified. (6) The reactants are [CH3:1][C:2]1[CH:7]=[CH:6][C:5]([C:8](=[NH:20])[NH:9][C:10]2[CH:15]=[CH:14][C:13]([S:16]([CH3:19])(=[O:18])=[O:17])=[CH:12][CH:11]=2)=[CH:4][CH:3]=1.C(=O)(O)[O-].[Na+].Br[CH2:27][C:28](=[O:33])[C:29]([F:32])([F:31])[F:30]. The catalyst is C(O)(C)C. The product is [CH3:1][C:2]1[CH:3]=[CH:4][C:5]([C:8]2[N:9]([C:10]3[CH:15]=[CH:14][C:13]([S:16]([CH3:19])(=[O:18])=[O:17])=[CH:12][CH:11]=3)[CH2:27][C:28]([OH:33])([C:29]([F:32])([F:31])[F:30])[N:20]=2)=[CH:6][CH:7]=1. The yield is 0.470. (7) The reactants are [Br:1][C:2]1[CH:3]=[CH:4][C:5]2[S:9](=[O:11])(=[O:10])[NH:8][C:7](=O)[C:6]=2[CH:13]=1.[CH3:14][Mg]Br.Cl. The catalyst is C1COCC1. The product is [Br:1][C:2]1[CH:3]=[CH:4][C:5]2[S:9](=[O:11])(=[O:10])[N:8]=[C:7]([CH3:14])[C:6]=2[CH:13]=1. The yield is 0.760. (8) The reactants are [Cl:1][C:2]1[CH:7]=[C:6]([F:8])[CH:5]=[CH:4][C:3]=1[S:9](Cl)(=[O:11])=[O:10].[Cl:13][C:14]1[CH:15]=[C:16]([OH:31])[CH:17]=[C:18]([O:20][CH2:21][CH2:22][C:23]2[CH:28]=[CH:27][C:26]([C:29]#[N:30])=[CH:25][CH:24]=2)[CH:19]=1.O. The catalyst is N1C=CC=CC=1. The product is [Cl:1][C:2]1[CH:7]=[C:6]([F:8])[CH:5]=[CH:4][C:3]=1[S:9]([O:31][C:16]1[CH:15]=[C:14]([Cl:13])[CH:19]=[C:18]([O:20][CH2:21][CH2:22][C:23]2[CH:28]=[CH:27][C:26]([C:29]#[N:30])=[CH:25][CH:24]=2)[CH:17]=1)(=[O:11])=[O:10]. The yield is 0.720.